From a dataset of Reaction yield outcomes from USPTO patents with 853,638 reactions. Predict the reaction yield, written as a fraction of the theoretical maximum amount of product (1.0 means a 100% yield; for example, 0.34 means a 34% yield). (1) The yield is 0.570. The reactants are C([O:5][C:6]([C:8]1[O:9][C:10]2[CH:17]=[CH:16][CH:15]=[C:14]([O:18][CH3:19])[C:11]=2[C:12]=1[CH3:13])=[O:7])(C)(C)C.[C:20](Cl)(=[O:22])[CH3:21]. The catalyst is ClC1C=CC=CC=1.[Ti](Cl)(Cl)(Cl)Cl. The product is [C:20]([C:15]1[CH:16]=[CH:17][C:10]2[O:9][C:8]([C:6]([OH:5])=[O:7])=[C:12]([CH3:13])[C:11]=2[C:14]=1[O:18][CH3:19])(=[O:22])[CH3:21]. (2) The reactants are [CH3:1][O:2][C:3]1[C:23]([O:24][CH3:25])=[CH:22][CH:21]=[CH:20][C:4]=1[C:5]([CH:7]1[CH2:12][CH2:11][N:10](C(OC(C)(C)C)=O)[CH2:9][CH2:8]1)=[O:6].FC(F)(F)C(O)=O. No catalyst specified. The product is [CH3:1][O:2][C:3]1[C:23]([O:24][CH3:25])=[CH:22][CH:21]=[CH:20][C:4]=1[C:5]([CH:7]1[CH2:8][CH2:9][NH:10][CH2:11][CH2:12]1)=[O:6]. The yield is 0.530. (3) The reactants are [Br-].[Cl:2][C:3]1[CH:8]=[CH:7][CH:6]=[CH:5][C:4]=1[F:9].[NH:10]1[CH:14]=[CH:13][C:12]([C:15]([O:17][CH2:18][CH3:19])=[O:16])=[N:11]1.C([O-])([O-])=O.[K+].[K+]. The yield is 0.500. The product is [Cl:2][C:3]1[CH:8]=[CH:7][C:6]([N:10]2[CH:14]=[CH:13][C:12]([C:15]([O:17][CH2:18][CH3:19])=[O:16])=[N:11]2)=[CH:5][C:4]=1[F:9]. The catalyst is CCOC(C)=O.[Cu]I. (4) The reactants are [C:1]([C:5]1[S:9][C:8]([CH:10]2[CH2:15][CH:14](C(O)=O)[CH2:13][CH2:12][N:11]2[C:19]([O:21][CH3:22])=[O:20])=[CH:7][CH:6]=1)([CH3:4])([CH3:3])[CH3:2].N1(C(N2C=CN=C2)=O)C=CN=C1.[CH2:35]([O:37][C:38](=[O:43])[CH2:39][C:40](O)=[O:41])[CH3:36].[K].[Cl-].[Mg+2].[Cl-].Cl. The catalyst is C1COCC1. The product is [C:1]([C:5]1[S:9][C:8]([C@H:10]2[CH2:15][C@@H:14]([C:40](=[O:41])[CH2:39][C:38]([O:37][CH2:35][CH3:36])=[O:43])[CH2:13][CH2:12][N:11]2[C:19]([O:21][CH3:22])=[O:20])=[CH:7][CH:6]=1)([CH3:2])([CH3:4])[CH3:3]. The yield is 0.704. (5) The reactants are [NH2:1][C:2]1[CH:3]=[C:4]([CH:26]=[CH:27][C:28]=1[N:29]([CH3:31])[CH3:30])[C:5]([NH:7][C:8]1[C:13]([CH3:14])=[CH:12][C:11]([C:15]([F:24])([C:20]([F:23])([F:22])[F:21])[C:16]([F:19])([F:18])[F:17])=[CH:10][C:9]=1[CH3:25])=[O:6].C(=O)(O)[O-].[Na+].[C:37]([C:39]1[CH:47]=[CH:46][C:42]([C:43](Cl)=[O:44])=[CH:41][CH:40]=1)#[N:38]. The catalyst is C(OCC)(=O)C. The product is [C:37]([C:39]1[CH:47]=[CH:46][C:42]([C:43]([NH:1][C:2]2[CH:3]=[C:4]([CH:26]=[CH:27][C:28]=2[N:29]([CH3:31])[CH3:30])[C:5]([NH:7][C:8]2[C:13]([CH3:14])=[CH:12][C:11]([C:15]([F:24])([C:20]([F:21])([F:22])[F:23])[C:16]([F:18])([F:19])[F:17])=[CH:10][C:9]=2[CH3:25])=[O:6])=[O:44])=[CH:41][CH:40]=1)#[N:38]. The yield is 0.950. (6) The reactants are [F:1][C:2]([F:20])([F:19])[C:3]1[CH:8]=[CH:7][C:6]([C:9]2[CH:10]=[C:11]([S:15](Cl)(=[O:17])=[O:16])[CH:12]=[CH:13][CH:14]=2)=[CH:5][CH:4]=1.[NH2:21][C:22]1[CH:23]=[C:24]([C:28]2[NH:32][N:31]=[N:30][N:29]=2)[CH:25]=[CH:26][CH:27]=1. No catalyst specified. The product is [NH:32]1[C:28]([C:24]2[CH:23]=[C:22]([NH:21][S:15]([C:11]3[CH:12]=[CH:13][CH:14]=[C:9]([C:6]4[CH:7]=[CH:8][C:3]([C:2]([F:20])([F:19])[F:1])=[CH:4][CH:5]=4)[CH:10]=3)(=[O:17])=[O:16])[CH:27]=[CH:26][CH:25]=2)=[N:29][N:30]=[N:31]1. The yield is 0.640. (7) The reactants are [Br:1][C:2]1[CH:13]=[CH:12][C:5]2[NH:6][CH2:7][CH2:8][N:9]([CH3:11])[CH2:10][C:4]=2[CH:3]=1.[Cl:14][C:15]1[CH:20]=[CH:19][C:18](I)=[CH:17][CH:16]=1.C(=O)([O-])[O-].[Cs+].[Cs+]. The catalyst is C1(C)C=CC=CC=1.C([O-])(=O)C.[Pd+2].C([O-])(=O)C. The product is [Br:1][C:2]1[CH:13]=[CH:12][C:5]2[N:6]([C:18]3[CH:19]=[CH:20][C:15]([Cl:14])=[CH:16][CH:17]=3)[CH2:7][CH2:8][N:9]([CH3:11])[CH2:10][C:4]=2[CH:3]=1. The yield is 0.210. (8) The reactants are [CH3:1][N:2]([CH2:4][C:5]1[CH:6]=[C:7]([C:12]2[CH:13]=[C:14]([C:25](O)=[O:26])[C:15]3[C:16]([CH3:24])=[CH:17][N:18]([CH:21]([CH3:23])[CH3:22])[C:19]=3[CH:20]=2)[CH:8]=[CH:9][C:10]=1[F:11])[CH3:3].Cl.[NH2:29][CH2:30][C:31]1[C:32](=[O:39])[NH:33][C:34]([CH3:38])=[CH:35][C:36]=1[CH3:37].C1C=NC2N(O)N=NC=2C=1.CN1CCOCC1.C(Cl)CCl. The catalyst is CN(C=O)C. The product is [CH3:1][N:2]([CH2:4][C:5]1[CH:6]=[C:7]([C:12]2[CH:13]=[C:14]([C:25]([NH:29][CH2:30][C:31]3[C:32](=[O:39])[NH:33][C:34]([CH3:38])=[CH:35][C:36]=3[CH3:37])=[O:26])[C:15]3[C:16]([CH3:24])=[CH:17][N:18]([CH:21]([CH3:22])[CH3:23])[C:19]=3[CH:20]=2)[CH:8]=[CH:9][C:10]=1[F:11])[CH3:3]. The yield is 0.649.